Dataset: Full USPTO retrosynthesis dataset with 1.9M reactions from patents (1976-2016). Task: Predict the reactants needed to synthesize the given product. The reactants are: [Cl:1][C:2]1[C:3]2[CH:10]=[C:9]([C:11](Cl)=[O:12])[S:8][C:4]=2[N:5]=[CH:6][N:7]=1.[NH3:14]. Given the product [Cl:1][C:2]1[C:3]2[CH:10]=[C:9]([C:11]([NH2:14])=[O:12])[S:8][C:4]=2[N:5]=[CH:6][N:7]=1, predict the reactants needed to synthesize it.